This data is from Full USPTO retrosynthesis dataset with 1.9M reactions from patents (1976-2016). The task is: Predict the reactants needed to synthesize the given product. (1) Given the product [CH2:1]([N:8]([CH2:15][CH2:16][N:17]1[C:26]2[C:21]([C:22](=[O:28])[NH:23][C:24](=[O:27])[N:25]=2)=[N:20][C:19]2[CH:29]=[C:30]([CH3:34])[C:31]([NH:40][CH:35]3[CH2:39][CH2:38][CH2:37][CH2:36]3)=[CH:32][C:18]1=2)[CH2:9][CH2:10][CH2:11][C:12]([OH:14])=[O:13])[C:2]1[CH:7]=[CH:6][CH:5]=[CH:4][CH:3]=1, predict the reactants needed to synthesize it. The reactants are: [CH2:1]([N:8]([CH2:15][CH2:16][N:17]1[C:26]2[C:21]([C:22](=[O:28])[NH:23][C:24](=[O:27])[N:25]=2)=[N:20][C:19]2[CH:29]=[C:30]([CH3:34])[C:31](Cl)=[CH:32][C:18]1=2)[CH2:9][CH2:10][CH2:11][C:12]([OH:14])=[O:13])[C:2]1[CH:7]=[CH:6][CH:5]=[CH:4][CH:3]=1.[CH:35]1([NH2:40])[CH2:39][CH2:38][CH2:37][CH2:36]1. (2) Given the product [CH:34]1([C:39]([N:29]2[CH2:28][CH2:27][CH:26]([N:23]3[C:19]4=[N:20][CH:21]=[N:22][C:17]([O:16][C:15]5[CH:14]=[CH:13][C:12]([S:9]([CH3:8])(=[O:11])=[O:10])=[CH:33][CH:32]=5)=[C:18]4[CH:25]=[N:24]3)[CH2:31][CH2:30]2)=[O:40])[CH2:38][CH2:37][CH2:36][CH2:35]1, predict the reactants needed to synthesize it. The reactants are: FC(F)(F)C(O)=O.[CH3:8][S:9]([C:12]1[CH:33]=[CH:32][C:15]([O:16][C:17]2[N:22]=[CH:21][N:20]=[C:19]3[N:23]([CH:26]4[CH2:31][CH2:30][NH:29][CH2:28][CH2:27]4)[N:24]=[CH:25][C:18]=23)=[CH:14][CH:13]=1)(=[O:11])=[O:10].[CH:34]1([C:39](Cl)=[O:40])[CH2:38][CH2:37][CH2:36][CH2:35]1.